This data is from Reaction yield outcomes from USPTO patents with 853,638 reactions. The task is: Predict the reaction yield, written as a fraction of the theoretical maximum amount of product (1.0 means a 100% yield; for example, 0.34 means a 34% yield). (1) The reactants are Br[C:2]1[CH:3]=[C:4]([CH:30]=[CH:31][CH:32]=1)[CH2:5][N:6]1[C:14]2[C:9](=[CH:10][CH:11]=[CH:12][CH:13]=2)[C:8]([C:15]2[CH:20]=[CH:19][C:18]([C:21]([CH3:24])([CH3:23])[CH3:22])=[CH:17][CH:16]=2)=[C:7]1[C:25]([O:27][CH2:28][CH3:29])=[O:26].[NH:33]1[CH2:38][CH2:37][S:36][CH2:35][CH2:34]1.CC([O-])(C)C.[Na+].CC(CN1P2N(CC(C)C)CCN(CCN2CC(C)C)CC1)C. The catalyst is C1(C)C=CC=CC=1.CC([O-])=O.CC([O-])=O.[Pd+2]. The product is [C:21]([C:18]1[CH:17]=[CH:16][C:15]([C:8]2[C:9]3[C:14](=[CH:13][CH:12]=[CH:11][CH:10]=3)[N:6]([CH2:5][C:4]3[CH:30]=[CH:31][CH:32]=[C:2]([N:33]4[CH2:38][CH2:37][S:36][CH2:35][CH2:34]4)[CH:3]=3)[C:7]=2[C:25]([O:27][CH2:28][CH3:29])=[O:26])=[CH:20][CH:19]=1)([CH3:24])([CH3:22])[CH3:23]. The yield is 0.520. (2) The reactants are [NH2:1][C:2]1[CH:10]=[CH:9][C:8]([F:11])=[CH:7][C:3]=1[C:4]([OH:6])=O.ON1C(=O)CCC1=O.CN(C1C=CC=CN=1)C.C1(N=C=NC2CCCCC2)CCCCC1.[C:44]([NH2:48])([CH3:47])([CH3:46])[CH3:45]. The catalyst is ClCCl. The product is [NH2:1][C:2]1[CH:10]=[CH:9][C:8]([F:11])=[CH:7][C:3]=1[C:4]([NH:48][C:44]([CH3:47])([CH3:46])[CH3:45])=[O:6]. The yield is 0.730. (3) The reactants are [CH2:1]([C@H:8]1[NH:13][C:12](=O)[CH2:11][N:10]([C:15]2[CH:20]=[CH:19][C:18]([O:21][CH3:22])=[C:17]([O:23][CH:24]3[CH2:28][CH2:27][CH2:26][CH2:25]3)[CH:16]=2)[CH2:9]1)[C:2]1[CH:7]=[CH:6][CH:5]=[CH:4][CH:3]=1.[H-].[Al+3].[Li+].[H-].[H-].[H-].CCOC(C)=O.[OH-].[Na+]. The catalyst is C1COCC1. The product is [CH2:1]([C@H:8]1[NH:13][CH2:12][CH2:11][N:10]([C:15]2[CH:20]=[CH:19][C:18]([O:21][CH3:22])=[C:17]([O:23][CH:24]3[CH2:28][CH2:27][CH2:26][CH2:25]3)[CH:16]=2)[CH2:9]1)[C:2]1[CH:3]=[CH:4][CH:5]=[CH:6][CH:7]=1. The yield is 0.650. (4) The yield is 0.710. No catalyst specified. The reactants are I[C:2]1[C:10]2[S:9][C:8]([NH:11][C:12]([C:14]3[S:15][C:16]([CH3:19])=[CH:17][CH:18]=3)=[O:13])=[N:7][C:6]=2[C:5]([O:20][CH3:21])=[CH:4][CH:3]=1.[CH3:22][N:23]([CH3:33])[C:24]1[CH:25]=[C:26](B(O)O)[CH:27]=[CH:28][CH:29]=1. The product is [CH3:22][N:23]([CH3:33])[C:24]1[CH:29]=[C:28]([C:2]2[C:10]3[S:9][C:8]([NH:11][C:12]([C:14]4[S:15][C:16]([CH3:19])=[CH:17][CH:18]=4)=[O:13])=[N:7][C:6]=3[C:5]([O:20][CH3:21])=[CH:4][CH:3]=2)[CH:27]=[CH:26][CH:25]=1. (5) The yield is 0.190. The reactants are [CH3:1][CH:2]([CH:6]([CH3:10])[C:7](=[O:9])[CH3:8])[C:3](=O)[CH3:4].C1(C)C=CC(S(O)(=O)=O)=CC=1. The product is [CH3:4][C:3]1[O:9][C:7]([CH3:8])=[C:6]([CH3:10])[C:2]=1[CH3:1]. The catalyst is C1C=CC=CC=1. (6) The reactants are [C:1](=[O:20])([O:12][CH2:13][C:14]1[CH:19]=[CH:18][N:17]=[CH:16][CH:15]=1)OC1C=CC([N+]([O-])=O)=CC=1.[NH2:21][C@H:22]([CH:25]([CH3:27])[CH3:26])[CH2:23][OH:24]. The catalyst is CN(C1C=CN=CC=1)C.CN(C=O)C. The product is [OH:24][CH2:23][C@H:22]([NH:21][C:1](=[O:20])[O:12][CH2:13][C:14]1[CH:15]=[CH:16][N:17]=[CH:18][CH:19]=1)[CH:25]([CH3:27])[CH3:26]. The yield is 0.200.